This data is from Forward reaction prediction with 1.9M reactions from USPTO patents (1976-2016). The task is: Predict the product of the given reaction. (1) Given the reactants [CH:1]([C:3]1[CH:8]=[CH:7][C:6]([O:9][S:10]([C:13]2[CH:18]=[CH:17][C:16]([CH3:19])=[CH:15][CH:14]=2)(=[O:12])=[O:11])=[CH:5][CH:4]=1)=O.[N:20]1([CH2:25][CH2:26][O:27][C:28]2[CH:33]=[CH:32][C:31]([NH2:34])=[CH:30][CH:29]=2)[CH2:24][CH2:23][CH2:22][CH2:21]1.[BH4-].[Na+], predict the reaction product. The product is: [N:20]1([CH2:25][CH2:26][O:27][C:28]2[CH:29]=[CH:30][C:31]([NH:34][CH2:1][C:3]3[CH:8]=[CH:7][C:6]([O:9][S:10]([C:13]4[CH:18]=[CH:17][C:16]([CH3:19])=[CH:15][CH:14]=4)(=[O:12])=[O:11])=[CH:5][CH:4]=3)=[CH:32][CH:33]=2)[CH2:24][CH2:23][CH2:22][CH2:21]1. (2) Given the reactants [NH2:1][C:2]1[C:18]2[C:17](=[O:19])[C:16]([C:20]([OH:22])=[O:21])=[CH:15][N:7]3[C:8]4([CH2:14][CH2:13][O:12][CH2:11]4)[CH2:9][O:10][C:5]([C:6]=23)=[C:4](F)[C:3]=1[F:24].[N:25]1[CH:30]=[CH:29][CH:28]=[CH:27][C:26]=1[CH2:31][CH2:32][CH2:33][NH2:34].C(N(CC)CC)C.[NH4+].[Cl-], predict the reaction product. The product is: [NH2:1][C:2]1[C:18]2[C:17](=[O:19])[C:16]([C:20]([OH:22])=[O:21])=[CH:15][N:7]3[C:8]4([CH2:14][CH2:13][O:12][CH2:11]4)[CH2:9][O:10][C:5]([C:6]=23)=[C:4]([NH:34][CH2:33][CH2:32][CH2:31][C:26]2[CH:27]=[CH:28][CH:29]=[CH:30][N:25]=2)[C:3]=1[F:24]. (3) Given the reactants N1(CC[C:8]([NH:10][NH:11][C:12](=[O:28])[C:13]2[CH:18]=[CH:17][N:16]=[CH:15][C:14]=2[NH:19][C:20]2[CH:25]=[CH:24][C:23]([I:26])=[CH:22][C:21]=2[F:27])=O)CCCC1.[C:46]1(P([C:42]2[CH:47]=[CH:46][CH:45]=CC=2)[C:46]2[CH:45]=CC=[CH:42][CH:47]=2)[CH:45]=CC=[CH:42][CH:47]=1, predict the reaction product. The product is: [F:27][C:21]1[CH:22]=[C:23]([I:26])[CH:24]=[CH:25][C:20]=1[NH:19][C:14]1[CH:15]=[N:16][CH:17]=[CH:18][C:13]=1[C:12]1[O:28][C:8]([NH:16][CH2:15][CH2:14][N:19]2[CH2:45][CH2:46][CH2:47][CH2:42]2)=[N:10][N:11]=1. (4) Given the reactants [NH:1]1[CH2:6][CH2:5][CH:4]([C:7]#[N:8])[CH2:3][CH2:2]1.O=[CH:10][CH2:11][NH:12][C:13](=[O:19])[O:14][C:15]([CH3:18])([CH3:17])[CH3:16].C(O[BH-](OC(=O)C)OC(=O)C)(=O)C.[Na+], predict the reaction product. The product is: [C:7]([CH:4]1[CH2:5][CH2:6][N:1]([CH2:10][CH2:11][NH:12][C:13](=[O:19])[O:14][C:15]([CH3:18])([CH3:17])[CH3:16])[CH2:2][CH2:3]1)#[N:8]. (5) Given the reactants [C:1]([N:6]1[CH2:11][CH2:10][CH:9]([O:12][C:13]2[CH:14]=[C:15]([CH:19]3[O:24][C:23]4[CH:25]=[CH:26][CH:27]=[C:28]([C:29]([OH:31])=O)[C:22]=4[O:21][CH2:20]3)[CH:16]=[N:17][CH:18]=2)[CH2:8][CH2:7]1)(=[O:5])[CH:2]([CH3:4])[CH3:3].C(N1C=CN=C1)([N:34]1C=CN=C1)=O.[OH-].[NH4+].O, predict the reaction product. The product is: [C:1]([N:6]1[CH2:11][CH2:10][CH:9]([O:12][C:13]2[CH:14]=[C:15]([CH:19]3[O:24][C:23]4[CH:25]=[CH:26][CH:27]=[C:28]([C:29]([NH2:34])=[O:31])[C:22]=4[O:21][CH2:20]3)[CH:16]=[N:17][CH:18]=2)[CH2:8][CH2:7]1)(=[O:5])[CH:2]([CH3:4])[CH3:3]. (6) Given the reactants [CH3:1][O:2][CH2:3][C:4]([C:6]1[CH:14]=[C:10]([C:11](O)=[O:12])[C:9]([OH:15])=[CH:8][CH:7]=1)=[O:5].S(Cl)([Cl:18])=O, predict the reaction product. The product is: [CH3:1][O:2][CH2:3][C:4]([C:6]1[CH:14]=[C:10]([C:11]([Cl:18])=[O:12])[C:9]([OH:15])=[CH:8][CH:7]=1)=[O:5].